Dataset: Peptide-MHC class I binding affinity with 185,985 pairs from IEDB/IMGT. Task: Regression. Given a peptide amino acid sequence and an MHC pseudo amino acid sequence, predict their binding affinity value. This is MHC class I binding data. The peptide sequence is HHIPNGVVW. The binding affinity (normalized) is 0.0847. The MHC is HLA-A03:01 with pseudo-sequence HLA-A03:01.